From a dataset of Full USPTO retrosynthesis dataset with 1.9M reactions from patents (1976-2016). Predict the reactants needed to synthesize the given product. (1) Given the product [F:40][C:39]1[C:38]([O:41][CH3:42])=[CH:37][C:36]([O:43][CH3:44])=[C:35]([F:45])[C:34]=1[N:29]1[CH2:30][C:31]2[CH:32]=[N:33][C:24]([C:9]3[CH2:14][N:13]([C:15]([O:17][C:18]([CH3:19])([CH3:20])[CH3:21])=[O:16])[CH2:12][CH2:11][CH:10]=3)=[CH:25][C:26]=2[CH2:27][C:28]1=[O:46], predict the reactants needed to synthesize it. The reactants are: CC1(C)C(C)(C)OB([C:9]2[CH2:14][N:13]([C:15]([O:17][C:18]([CH3:21])([CH3:20])[CH3:19])=[O:16])[CH2:12][CH2:11][CH:10]=2)O1.Cl[C:24]1[CH:25]=[C:26]2[C:31](=[CH:32][N:33]=1)[CH2:30][N:29]([C:34]1[C:39]([F:40])=[C:38]([O:41][CH3:42])[CH:37]=[C:36]([O:43][CH3:44])[C:35]=1[F:45])[C:28](=[O:46])[CH2:27]2. (2) Given the product [CH3:12][N:11]1[C:4]2[N:5]([C:6](=[O:8])[N:7]=[C:2]([O:22][CH2:21][CH2:20][C:16]3[S:15][CH:19]=[CH:18][CH:17]=3)[CH:3]=2)[CH2:9][C:10]1([CH3:14])[CH3:13], predict the reactants needed to synthesize it. The reactants are: Cl[C:2]1[CH:3]=[C:4]2[N:11]([CH3:12])[C:10]([CH3:14])([CH3:13])[CH2:9][N:5]2[C:6](=[O:8])[N:7]=1.[S:15]1[CH:19]=[CH:18][CH:17]=[C:16]1[CH2:20][CH2:21][OH:22]. (3) Given the product [CH:33]12[N:36]([C@@H:6]([CH3:28])[CH2:7][OH:8])[CH:30]([CH2:35][CH2:34]1)[CH2:31][CH2:32]2, predict the reactants needed to synthesize it. The reactants are: CS(O[C@H:6]([CH3:28])[CH2:7][O:8]C(C1C=CC=CC=1)(C1C=CC=CC=1)C1C=CC=CC=1)(=O)=O.Cl.[CH:30]12[NH:36][CH:33]([CH2:34][CH2:35]1)[CH2:32][CH2:31]2. (4) Given the product [F:15][C:16]1[CH:21]=[CH:20][C:19]([C:2]2[N:6]3[CH:7]=[CH:8][C:9]([C:11]([CH3:14])([CH3:13])[CH3:12])=[N:10][C:5]3=[N:4][CH:3]=2)=[CH:18][C:17]=1[C:31]1[C:32]([C:37]#[N:38])=[CH:33][CH:34]=[CH:35][CH:36]=1, predict the reactants needed to synthesize it. The reactants are: Br[C:2]1[N:6]2[CH:7]=[CH:8][C:9]([C:11]([CH3:14])([CH3:13])[CH3:12])=[N:10][C:5]2=[N:4][CH:3]=1.[F:15][C:16]1[CH:21]=[CH:20][C:19](B2OC(C)(C)C(C)(C)O2)=[CH:18][C:17]=1[C:31]1[C:32]([C:37]#[N:38])=[CH:33][CH:34]=[CH:35][CH:36]=1. (5) Given the product [CH3:9][C:8](=[O:10])[O:11][CH2:12][CH:5]([CH2:6][O:4][C:1](=[O:3])[CH3:2])[O:4][C:1](=[O:3])[CH3:2], predict the reactants needed to synthesize it. The reactants are: [C:1]([O:4][C:5](=O)[CH3:6])(=[O:3])[CH3:2].[C:8]([O:11][CH2:12]CCC)(=[O:10])[CH3:9].